This data is from Full USPTO retrosynthesis dataset with 1.9M reactions from patents (1976-2016). The task is: Predict the reactants needed to synthesize the given product. (1) Given the product [Cl:1][C:2]1[N:3]=[C:4]2[N:13]([CH3:12])[N:14]=[CH:9][C:5]2=[C:6]([N:25]2[CH2:24][CH:23]3[O:30][CH:27]([CH2:28][CH2:29]3)[CH2:26]2)[N:7]=1, predict the reactants needed to synthesize it. The reactants are: [Cl:1][C:2]1[N:7]=[C:6](Cl)[C:5]([CH:9]=O)=[C:4](Cl)[N:3]=1.[CH3:12][NH:13][NH2:14].C(N(CC)CC)C.Cl.[CH:23]12[O:30][CH:27]([CH2:28][CH2:29]1)[CH2:26][NH:25][CH2:24]2. (2) Given the product [NH2:1][C:2]1[C:3]([C:16]2[O:20][C:19]([C@@:21]([OH:27])([CH3:26])[C:22]([F:25])([F:24])[F:23])=[N:18][N:17]=2)=[N:4][C:5]([O:14][CH3:15])=[C:6]([C:10]([F:12])([F:13])[F:11])[C:7]=1[C:8]1[CH:34]=[CH:33][CH:29]=[CH:28][CH:9]=1, predict the reactants needed to synthesize it. The reactants are: [NH2:1][C:2]1[C:3]([C:16]2[O:20][C:19]([C@@:21]([OH:27])([CH3:26])[C:22]([F:25])([F:24])[F:23])=[N:18][N:17]=2)=[N:4][C:5]([O:14][CH3:15])=[C:6]([C:10]([F:13])([F:12])[F:11])[C:7]=1[CH:8]=[CH2:9].[CH3:28][C:29]1(C)[C:33](C)([CH3:34])OB(C2C=CC=CC=2)O1. (3) Given the product [Cl:30][C:10]1[CH:11]=[C:12]([NH:15][CH2:16][C:17]2[CH:22]=[CH:21][CH:20]=[C:19]([O:23][C:24]3[CH:29]=[CH:28][CH:27]=[CH:26][CH:25]=3)[CH:18]=2)[CH:13]=[CH:14][C:9]=1[C@@H:7]1[CH2:8][C@H:6]1[C:4]([OH:5])=[O:3], predict the reactants needed to synthesize it. The reactants are: C([O:3][C:4]([C@@H:6]1[CH2:8][C@H:7]1[C:9]1[CH:14]=[CH:13][C:12]([NH:15][CH2:16][C:17]2[CH:22]=[CH:21][CH:20]=[C:19]([O:23][C:24]3[CH:29]=[CH:28][CH:27]=[CH:26][CH:25]=3)[CH:18]=2)=[CH:11][C:10]=1[Cl:30])=[O:5])C.[OH-].[Na+]. (4) Given the product [Cl:1][C:2]1[CH:10]=[CH:9][C:5]([C:6]([Cl:16])=[O:7])=[C:4]([N+:11]([O-:13])=[O:12])[CH:3]=1, predict the reactants needed to synthesize it. The reactants are: [Cl:1][C:2]1[CH:10]=[CH:9][C:5]([C:6](O)=[O:7])=[C:4]([N+:11]([O-:13])=[O:12])[CH:3]=1.O=S(Cl)[Cl:16].Cl. (5) Given the product [CH3:16][C:2]1([C:10]([O:12][CH3:13])=[O:11])[CH2:3][C:4]2[CH:9]=[CH:8][CH:7]=[CH:6][C:5]=2[O:1]1, predict the reactants needed to synthesize it. The reactants are: [O:1]1[C:5]2[CH:6]=[CH:7][CH:8]=[CH:9][C:4]=2[CH2:3][CH:2]1[C:10]([O:12][CH3:13])=[O:11].CI.[CH3:16]C(C)([O-])C.[K+]. (6) Given the product [CH3:24][O:25][C:26]1[CH:33]=[CH:32][C:29]([CH2:30][O:1][C@@H:2]([C@H:6]2[CH2:10][N:9]([C@@H:11]([C:13]3[CH:14]=[CH:15][C:16]([O:19][CH3:20])=[CH:17][CH:18]=3)[CH3:12])[C:8](=[O:21])[CH2:7]2)[CH2:3][CH:4]=[CH2:5])=[CH:28][CH:27]=1, predict the reactants needed to synthesize it. The reactants are: [OH:1][C@@H:2]([C@H:6]1[CH2:10][N:9]([C@@H:11]([C:13]2[CH:18]=[CH:17][C:16]([O:19][CH3:20])=[CH:15][CH:14]=2)[CH3:12])[C:8](=[O:21])[CH2:7]1)[CH2:3][CH:4]=[CH2:5].[H-].[Na+].[CH3:24][O:25][C:26]1[CH:33]=[CH:32][C:29]([CH2:30]Cl)=[CH:28][CH:27]=1.